Dataset: Full USPTO retrosynthesis dataset with 1.9M reactions from patents (1976-2016). Task: Predict the reactants needed to synthesize the given product. (1) Given the product [CH2:24]([NH:23][C:21]([NH:20][C:17]1[CH:18]=[CH:19][C:14]([C:4]2[CH:3]=[C:2]([C:31]3[CH:32]=[CH:33][CH:34]=[CH:35][C:30]=3[S:27]([CH3:26])(=[O:29])=[O:28])[N:7]=[C:6]([N:8]3[CH2:13][CH2:12][O:11][CH2:10][CH2:9]3)[N:5]=2)=[CH:15][CH:16]=1)=[O:22])[CH3:25], predict the reactants needed to synthesize it. The reactants are: Cl[C:2]1[N:7]=[C:6]([N:8]2[CH2:13][CH2:12][O:11][CH2:10][CH2:9]2)[N:5]=[C:4]([C:14]2[CH:19]=[CH:18][C:17]([NH:20][C:21]([NH:23][CH2:24][CH3:25])=[O:22])=[CH:16][CH:15]=2)[CH:3]=1.[CH3:26][S:27]([C:30]1[CH:35]=[CH:34][CH:33]=[CH:32][C:31]=1B(O)O)(=[O:29])=[O:28]. (2) Given the product [CH:12]1([N:9]2[C:7]3[N:8]=[C:3]([CH2:2][NH:18][CH2:19][CH2:20][OH:21])[NH:4][C:5](=[O:17])[C:6]=3[CH:11]=[N:10]2)[CH2:16][CH2:15][CH2:14][CH2:13]1, predict the reactants needed to synthesize it. The reactants are: Cl[CH2:2][C:3]1[NH:4][C:5](=[O:17])[C:6]2[CH:11]=[N:10][N:9]([CH:12]3[CH2:16][CH2:15][CH2:14][CH2:13]3)[C:7]=2[N:8]=1.[NH2:18][CH2:19][CH2:20][OH:21]. (3) Given the product [Br:19][C:7]1[C:8]([O:9][CH3:10])=[C:3]([C:1]#[N:2])[C:4](=[O:18])[N:5]([CH:11]([CH3:17])[C:12]([O:14][CH2:15][CH3:16])=[O:13])[CH:6]=1, predict the reactants needed to synthesize it. The reactants are: [C:1]([C:3]1[C:4](=[O:18])[N:5]([CH:11]([CH3:17])[C:12]([O:14][CH2:15][CH3:16])=[O:13])[CH:6]=[CH:7][C:8]=1[O:9][CH3:10])#[N:2].[Br:19]N1C(=O)CCC1=O. (4) Given the product [N:1]([C@H:4]1[CH2:9][CH2:8][O:7][CH2:6][C@H:5]1[NH2:10])=[N+:2]=[N-:3], predict the reactants needed to synthesize it. The reactants are: [N:1]([C@H:4]1[CH2:9][CH2:8][O:7][CH2:6][C@H:5]1[NH:10]C(=O)OC(C)(C)C)=[N+:2]=[N-:3].O1CCOCC1.Cl.Cl. (5) Given the product [C:1]([O:5][C:6](=[O:19])[NH:7][C:8]1[CH:13]=[C:12]([N:14]([CH3:16])[CH3:15])[C:11]([F:17])=[CH:10][C:9]=1[NH:18][C:25](=[O:24])[CH2:26][C:27](=[O:47])[C:28]1[CH:33]=[CH:32][CH:31]=[C:30]([C:34]2[O:38][N:37]=[C:36]([CH2:39][O:40][CH:41]3[CH2:46][CH2:45][CH2:44][CH2:43][O:42]3)[CH:35]=2)[CH:29]=1)([CH3:4])([CH3:2])[CH3:3], predict the reactants needed to synthesize it. The reactants are: [C:1]([O:5][C:6](=[O:19])[NH:7][C:8]1[CH:13]=[C:12]([N:14]([CH3:16])[CH3:15])[C:11]([F:17])=[CH:10][C:9]=1[NH2:18])([CH3:4])([CH3:3])[CH3:2].C([O:24][C:25](=O)[CH2:26][C:27](=[O:47])[C:28]1[CH:33]=[CH:32][CH:31]=[C:30]([C:34]2[O:38][N:37]=[C:36]([CH2:39][O:40][CH:41]3[CH2:46][CH2:45][CH2:44][CH2:43][O:42]3)[CH:35]=2)[CH:29]=1)(C)(C)C. (6) The reactants are: Br[C:2]1[CH:3]=[C:4]2[C:9](=[CH:10][CH:11]=1)[C:8](=[O:12])[NH:7][C:6](=[O:13])[C:5]2=[CH:14][NH:15][C:16]1[CH:21]=[CH:20][C:19]([CH2:22][N:23]2[CH2:28][CH2:27][CH2:26][CH2:25][CH2:24]2)=[CH:18][CH:17]=1.[NH2:29][C:30]1[CH:35]=[CH:34][CH:33]=[CH:32][CH:31]=1. Given the product [NH:29]([C:2]1[CH:3]=[C:4]2[C:9](=[CH:10][CH:11]=1)[C:8](=[O:12])[NH:7][C:6](=[O:13])/[C:5]/2=[CH:14]\[NH:15][C:16]1[CH:21]=[CH:20][C:19]([CH2:22][N:23]2[CH2:28][CH2:27][CH2:26][CH2:25][CH2:24]2)=[CH:18][CH:17]=1)[C:30]1[CH:35]=[CH:34][CH:33]=[CH:32][CH:31]=1, predict the reactants needed to synthesize it. (7) Given the product [OH:44][CH2:43][C@@H:41]([C@H:39]([C@@H:37]([C@@H:35]([CH2:34][OH:33])[OH:36])[OH:38])[OH:40])[OH:42].[C:1]([OH:8])(=[O:7])[CH2:2][CH2:3][C:4]([OH:6])=[O:5], predict the reactants needed to synthesize it. The reactants are: [C:1]([OH:8])(=[O:7])[CH2:2][CH2:3][C:4]([OH:6])=[O:5].C=C(OP(O)(O)=O)C(O)=O.C([O-])(=O)C(CC([O-])=O)O.C([O-])(=O)C=O.[O:33]=[CH:34][C@@H:35]([C@H:37]([C@@H:39]([C@@H:41]([CH2:43][OH:44])[OH:42])[OH:40])[OH:38])[OH:36].